From a dataset of Peptide-MHC class I binding affinity with 185,985 pairs from IEDB/IMGT. Regression. Given a peptide amino acid sequence and an MHC pseudo amino acid sequence, predict their binding affinity value. This is MHC class I binding data. The peptide sequence is NYRVSWPKFA. The MHC is Patr-A0701 with pseudo-sequence Patr-A0701. The binding affinity (normalized) is 0.